This data is from Forward reaction prediction with 1.9M reactions from USPTO patents (1976-2016). The task is: Predict the product of the given reaction. (1) Given the reactants Cl[C:2]1[C:7]([CH:8]=O)=[C:6]([Cl:10])[N:5]=[CH:4][N:3]=1.C(OC([NH:18][NH:19][CH:20]1[CH2:25][CH2:24][N:23]([C:26]([O:28][CH2:29][C:30]2[CH:35]=[CH:34][CH:33]=[CH:32][CH:31]=2)=[O:27])[CH2:22][CH2:21]1)=O)(C)(C)C.C(N(CC)CC)C.Cl, predict the reaction product. The product is: [Cl:10][C:6]1[N:5]=[CH:4][N:3]=[C:2]2[N:19]([CH:20]3[CH2:21][CH2:22][N:23]([C:26]([O:28][CH2:29][C:30]4[CH:35]=[CH:34][CH:33]=[CH:32][CH:31]=4)=[O:27])[CH2:24][CH2:25]3)[N:18]=[CH:8][C:7]=12. (2) Given the reactants [C:1]([C:4]1[CH:5]=[CH:6][C:7]2[N:11]=[C:10]([CH3:12])[N:9]([CH2:13][C:14]3[CH:19]=[CH:18][CH:17]=[CH:16][C:15]=3[Cl:20])[C:8]=2[CH:21]=1)([OH:3])=O.[N+:22]([C:25]1[CH:30]=[CH:29][C:28]([S:31]([NH2:34])(=[O:33])=[O:32])=[CH:27][CH:26]=1)([O-:24])=[O:23].C1(C2CCCCCCCCCC=2)CCCCCCCCNN=1, predict the reaction product. The product is: [Cl:20][C:15]1[CH:16]=[CH:17][CH:18]=[CH:19][C:14]=1[CH2:13][N:9]1[C:8]2[CH:21]=[C:4]([C:1](=[O:3])[NH:34][S:31]([C:28]3[CH:27]=[CH:26][C:25]([N+:22]([O-:24])=[O:23])=[CH:30][CH:29]=3)(=[O:33])=[O:32])[CH:5]=[CH:6][C:7]=2[N:11]=[C:10]1[CH3:12]. (3) Given the reactants [CH:1]1([O:6][C:7]2[N:15]=[C:14]3[C:10]([N:11]=[CH:12][N:13]3[C@@H:16]3[O:22][C@H:21]([CH2:23][F:24])[C@@H:19](O)[C@H:17]3[OH:18])=[C:9]([NH2:25])[N:8]=2)[CH2:5][CH2:4][CH2:3][CH2:2]1.C(OC(C([Br:35])=O)(C)C)(=O)C, predict the reaction product. The product is: [Br:35][C@H:19]1[C@@H:21]([CH2:23][F:24])[O:22][C@@H:16]([N:13]2[CH:12]=[N:11][C:10]3[C:14]2=[N:15][C:7]([O:6][CH:1]2[CH2:5][CH2:4][CH2:3][CH2:2]2)=[N:8][C:9]=3[NH2:25])[C@@H:17]1[OH:18]. (4) The product is: [CH2:36]([O:35][C:33]([C:2]1[N:7]=[N:6][C:5]([N:8]([CH2:16][C:17]2([C:21]3[C:26]([F:27])=[CH:25][CH:24]=[CH:23][N:22]=3)[CH2:18][CH2:19][CH2:20]2)[C:9](=[O:15])[O:10][C:11]([CH3:14])([CH3:12])[CH3:13])=[CH:4][CH:3]=1)=[CH2:34])[CH3:37]. Given the reactants Cl[C:2]1[N:7]=[N:6][C:5]([N:8]([CH2:16][C:17]2([C:21]3[C:26]([F:27])=[CH:25][CH:24]=[CH:23][N:22]=3)[CH2:20][CH2:19][CH2:18]2)[C:9](=[O:15])[O:10][C:11]([CH3:14])([CH3:13])[CH3:12])=[CH:4][CH:3]=1.C([Sn](CCCC)(CCCC)[C:33]([O:35][CH2:36][CH3:37])=[CH2:34])CCC.O1CCOCC1, predict the reaction product. (5) Given the reactants [N:1]1([C:7]([C:9]2[CH:14]=[CH:13][C:12](B3OC(C)(C)C(C)(C)O3)=[CH:11][CH:10]=2)=[O:8])[CH2:6][CH2:5][NH:4][CH2:3][CH2:2]1.C([O-])([O-])=O.[Na+].[Na+].Br[C:31]1[CH:32]=[C:33]([C:37]2[CH:42]=[C:41]([NH:43][CH:44]3[CH2:46][CH2:45]3)[N:40]=[C:39]([C:47]3[CH:52]=[CH:51][CH:50]=[CH:49][N:48]=3)[CH:38]=2)[CH:34]=[N:35][CH:36]=1, predict the reaction product. The product is: [CH:44]1([NH:43][C:41]2[N:40]=[C:39]([C:47]3[CH:52]=[CH:51][CH:50]=[CH:49][N:48]=3)[CH:38]=[C:37]([C:33]3[CH:34]=[N:35][CH:36]=[C:31]([C:12]4[CH:11]=[CH:10][C:9]([C:7]([N:1]5[CH2:2][CH2:3][NH:4][CH2:5][CH2:6]5)=[O:8])=[CH:14][CH:13]=4)[CH:32]=3)[CH:42]=2)[CH2:46][CH2:45]1. (6) Given the reactants [CH3:1][O:2][C:3]1[CH:22]=[C:21]([O:23][CH3:24])[CH:20]=[CH:19][C:4]=1[CH2:5][N:6]1[C:11](=[O:12])[C:10]2[CH:13]=[C:14]([CH2:16][CH3:17])[S:15][C:9]=2[NH:8][C:7]1=[O:18].Br[CH2:26][C:27]1[CH:32]=[CH:31][C:30]([C:33]2[CH:38]=[CH:37][CH:36]=[CH:35][C:34]=2[C:39]2[N:43]([CH2:44][O:45][CH2:46][CH2:47][O:48][CH3:49])[C:42](=[O:50])[O:41][N:40]=2)=[CH:29][CH:28]=1.C(=O)([O-])[O-].[K+].[K+], predict the reaction product. The product is: [CH3:1][O:2][C:3]1[CH:22]=[C:21]([O:23][CH3:24])[CH:20]=[CH:19][C:4]=1[CH2:5][N:6]1[C:11](=[O:12])[C:10]2[CH:13]=[C:14]([CH2:16][CH3:17])[S:15][C:9]=2[N:8]([CH2:26][C:27]2[CH:32]=[CH:31][C:30]([C:33]3[CH:38]=[CH:37][CH:36]=[CH:35][C:34]=3[C:39]3[N:43]([CH2:44][O:45][CH2:46][CH2:47][O:48][CH3:49])[C:42](=[O:50])[O:41][N:40]=3)=[CH:29][CH:28]=2)[C:7]1=[O:18]. (7) Given the reactants O=C[C@@H]([C@H]([C@@H]([C@@H](CO)O)O)O)O.N[C@H](C(O)=O)CCC(=O)N.O(C/C=C(/CC/C=C(\C)/CC/C=C(/CCC=C(C)C)\C)\C)P(OP([O-])([O-])=O)(=O)[O-].[CH3:52][CH:53]([C:55]1[CH:60]=[C:59]2[CH2:61][CH2:62][C@H:63]3[C@@:68]([C:70](O)=[O:71])([CH3:69])[CH2:67][CH2:66][CH2:65][C@:64]3([CH3:73])[C@H:58]2[CH2:57][CH:56]=1)[CH3:54].[Cr](Cl)(Cl)(=O)=O.[NH+]1C=CC=CC=1, predict the reaction product. The product is: [CH3:54][CH:53]([C:55]1[CH:60]=[C:59]2[CH2:61][CH2:62][C@H:63]3[C@@:68]([CH2:70][OH:71])([CH3:69])[CH2:67][CH2:66][CH2:65][C@:64]3([CH3:73])[C@H:58]2[CH2:57][CH:56]=1)[CH3:52].